From a dataset of Full USPTO retrosynthesis dataset with 1.9M reactions from patents (1976-2016). Predict the reactants needed to synthesize the given product. (1) Given the product [Cl:47][C:48]1[CH:55]=[CH:54][CH:53]=[CH:52][C:49]=1[C@@H:50]([C:1]1[CH:6]=[CH:5][CH:4]=[CH:3][CH:2]=1)[OH:51], predict the reactants needed to synthesize it. The reactants are: [C:1]1(B(O)O)[CH:6]=[CH:5][CH:4]=[CH:3][CH:2]=1.[Zn](CC)CC.CN([C@@H](C1C2C(=CC=CC=2)C=CC=1)C1C2C(=CC=CC=2)C=CC=1O)[C@H](C1C=CC=CC=1)C.[Cl:47][C:48]1[CH:55]=[CH:54][CH:53]=[CH:52][C:49]=1[CH:50]=[O:51]. (2) Given the product [CH2:25]([C:3]1([CH2:1][CH3:2])[CH2:4][CH:5]([CH2:9][CH2:10][N:11]2[CH2:12][CH2:13][N:14]([C:17]3[CH:24]=[CH:23][CH:22]=[CH:21][C:18]=3[CH3:19])[CH2:15][CH2:16]2)[O:6][C:7]1=[O:8])[CH3:26], predict the reactants needed to synthesize it. The reactants are: [CH2:1]([C:3]1([CH2:25][CH3:26])[C:7](=[O:8])[O:6][CH:5]([CH2:9][CH2:10][N:11]2[CH2:16][CH2:15][N:14]([C:17]3[CH:24]=[CH:23][CH:22]=[CH:21][C:18]=3[C:19]#N)[CH2:13][CH2:12]2)[CH2:4]1)[CH3:2].C1(C)C=CC=CC=1N1CCNCC1.N1(C2C=CC=CC=2C#N)CCNCC1. (3) The reactants are: [OH:1][C:2]1[CH:3]=[C:4]([CH:9]=[C:10]([O:12][C@H:13]2[CH2:17][CH2:16][N:15]([CH3:18])[C:14]2=[O:19])[CH:11]=1)[C:5]([O:7][CH3:8])=[O:6].[N:20]1([C:24]([C:26]2[CH:31]=[N:30][C:29](Cl)=[CH:28][N:27]=2)=[O:25])[CH2:23][CH2:22][CH2:21]1.C(=O)([O-])[O-]. Given the product [N:20]1([C:24]([C:26]2[N:27]=[CH:28][C:29]([O:1][C:2]3[CH:3]=[C:4]([CH:9]=[C:10]([O:12][C@H:13]4[CH2:17][CH2:16][N:15]([CH3:18])[C:14]4=[O:19])[CH:11]=3)[C:5]([O:7][CH3:8])=[O:6])=[N:30][CH:31]=2)=[O:25])[CH2:23][CH2:22][CH2:21]1, predict the reactants needed to synthesize it. (4) The reactants are: Br[C:2]1[CH:3]=[CH:4][C:5]2[O:15][CH2:14][CH:13]([F:16])[C:12]3[S:11][C:10]([C:17]([O:19][CH3:20])=[O:18])=[N:9][C:8]=3[C:6]=2[CH:7]=1.[C:21]([C@:23]1([OH:30])[CH2:27][CH2:26][N:25]([CH3:28])[C:24]1=[O:29])#[CH:22]. Given the product [F:16][CH:13]1[C:12]2[S:11][C:10]([C:17]([O:19][CH3:20])=[O:18])=[N:9][C:8]=2[C:6]2[CH:7]=[C:2]([C:22]#[C:21][C@:23]3([OH:30])[CH2:27][CH2:26][N:25]([CH3:28])[C:24]3=[O:29])[CH:3]=[CH:4][C:5]=2[O:15][CH2:14]1, predict the reactants needed to synthesize it. (5) Given the product [CH2:17]([O:4][C:3](=[O:5])[CH:2]([NH2:1])[CH3:6])[C:7]1[CH:12]=[CH:11][CH:10]=[CH:9][CH:8]=1, predict the reactants needed to synthesize it. The reactants are: [NH2:1][CH:2]([CH3:6])[C:3]([OH:5])=[O:4].[C:7]1([CH3:17])[CH:12]=[CH:11][C:10](S(O)(=O)=O)=[CH:9][CH:8]=1.C(O)C1C=CC=CC=1.O. (6) Given the product [CH:10]1([CH:13]([NH:9][CH2:8][C:3]2[CH:4]=[CH:5][CH:6]=[CH:7][C:2]=2[F:1])[CH3:14])[CH2:12][CH2:11]1, predict the reactants needed to synthesize it. The reactants are: [F:1][C:2]1[CH:7]=[CH:6][CH:5]=[CH:4][C:3]=1[CH2:8][NH2:9].[CH:10]1([C:13](=O)[CH3:14])[CH2:12][CH2:11]1.[BH4-].[Na+].